From a dataset of Full USPTO retrosynthesis dataset with 1.9M reactions from patents (1976-2016). Predict the reactants needed to synthesize the given product. (1) The reactants are: [OH:1][NH:2][C:3]([C:5]1[CH:10]=[CH:9][C:8]([NH:11][C:12](=[O:29])[CH2:13][CH2:14][CH2:15][C:16]([NH:18][C:19]2[CH:24]=[CH:23][C:22]([C:25](=[NH:28])[NH:26]O)=[CH:21][CH:20]=2)=[O:17])=[CH:7][CH:6]=1)=[NH:4].[C:30](O[C:30](=O)[CH2:31][CH2:32][CH3:33])(=O)[CH2:31][CH2:32][CH3:33].[C:41](=O)(O)[O-].[Na+].C(O[CH2:50][CH3:51])(=O)C.[CH3:52][OH:53]. Given the product [CH2:41]([C:52]1[O:53][N:28]=[C:25]([C:22]2[CH:21]=[CH:20][C:19]([NH:18][C:16](=[O:17])[CH2:15][CH2:14][CH2:13][C:12]([NH:11][C:8]3[CH:7]=[CH:6][C:5]([C:3]4[N:4]=[C:30]([CH2:31][CH2:32][CH3:33])[O:1][N:2]=4)=[CH:10][CH:9]=3)=[O:29])=[CH:24][CH:23]=2)[N:26]=1)[CH2:50][CH3:51], predict the reactants needed to synthesize it. (2) Given the product [Cl:16][CH2:15][CH2:14][CH2:13][O:11][C:8]1[CH:7]=[CH:6][C:5]([C:3](=[O:4])[CH2:2][CH3:1])=[CH:10][CH:9]=1, predict the reactants needed to synthesize it. The reactants are: [CH3:1][CH2:2][C:3]([C:5]1[CH:10]=[CH:9][C:8]([OH:11])=[CH:7][CH:6]=1)=[O:4].Br[CH2:13][CH2:14][CH2:15][Cl:16].C(=O)([O-])[O-].[K+].[K+]. (3) Given the product [CH2:1]([O:8][C:9]1[CH:10]=[C:11]([CH:15]2[C:20]([CH3:22])([CH3:21])[O:19][C:18]([NH:23][C@H:24]([C:35]3[CH:40]=[CH:39][CH:38]=[CH:37][CH:36]=3)[CH2:25][CH2:26][OH:27])=[N:17][S:16]2(=[O:42])=[O:41])[CH:12]=[CH:13][CH:14]=1)[C:2]1[CH:7]=[CH:6][CH:5]=[CH:4][CH:3]=1, predict the reactants needed to synthesize it. The reactants are: [CH2:1]([O:8][C:9]1[CH:10]=[C:11]([CH:15]2[C:20]([CH3:22])([CH3:21])[O:19][C:18]([NH:23][C@H:24]([C:35]3[CH:40]=[CH:39][CH:38]=[CH:37][CH:36]=3)[CH2:25][CH2:26][O:27][Si](C(C)(C)C)(C)C)=[N:17][S:16]2(=[O:42])=[O:41])[CH:12]=[CH:13][CH:14]=1)[C:2]1[CH:7]=[CH:6][CH:5]=[CH:4][CH:3]=1.Cl. (4) Given the product [C:1]([C:5]1[CH:6]=[CH:7][C:8]([OH:13])=[C:9]([CH:12]=1)[C:10]([OH:20])=[O:11])([CH3:4])([CH3:2])[CH3:3], predict the reactants needed to synthesize it. The reactants are: [C:1]([C:5]1[CH:6]=[CH:7][C:8]([OH:13])=[C:9]([CH:12]=1)[CH:10]=[O:11])([CH3:4])([CH3:3])[CH3:2].CC(=CC)C.P([O-])(O)(O)=[O:20].[Na+].Cl([O-])=O.[Na+]. (5) Given the product [C:45](=[O:47])([O:48][CH2:16][CH:17]1[C:18]2[CH:23]=[CH:22][CH:21]=[CH:20][C:19]=2[C:6]2[C:1]1=[CH:2][CH:3]=[CH:4][CH:5]=2)[NH2:44], predict the reactants needed to synthesize it. The reactants are: [C:1]1(O)[CH:6]=[CH:5][CH:4]=[CH:3][CH:2]=1.CC(O[C@H]1[C@@H:16]([CH2:17][C:18]2[CH:19]=[CH:20][C:21](OC)=[CH:22][CH:23]=2)NC[C@@H]1O)=O.C1C2C(CC3C[C:45](=[O:47])[NH:44]C3=O)C3C(=CC=CC=3)C=2C=CC=1.[OH2:48].